From a dataset of Reaction yield outcomes from USPTO patents with 853,638 reactions. Predict the reaction yield, written as a fraction of the theoretical maximum amount of product (1.0 means a 100% yield; for example, 0.34 means a 34% yield). The reactants are [NH:1]1[C:5]2[CH:6]=[CH:7][C:8]([C:10](O)=[O:11])=[CH:9][C:4]=2[N:3]=[CH:2]1.C1COCC1.[H-].[Al+3].[Li+].[H-].[H-].[H-].C(OCC)(=O)C. The catalyst is O.CO. The product is [NH:1]1[C:5]2[CH:6]=[CH:7][C:8]([CH2:10][OH:11])=[CH:9][C:4]=2[N:3]=[CH:2]1. The yield is 0.260.